From a dataset of Reaction yield outcomes from USPTO patents with 853,638 reactions. Predict the reaction yield, written as a fraction of the theoretical maximum amount of product (1.0 means a 100% yield; for example, 0.34 means a 34% yield). (1) The reactants are [Cl:1][C:2]1[CH:11]=[CH:10][CH:9]=[C:8]2[C:3]=1[C:4](=[O:21])[N:5]([C:14]1[CH:19]=[CH:18][CH:17]=[CH:16][C:15]=1[CH3:20])[C:6]([CH2:12]Cl)=[N:7]2.O.[SH:23][C:24]1[N:32]=[CH:31][N:30]=[C:29]2[C:25]=1[NH:26][CH:27]=[N:28]2.C([O-])([O-])=O.[K+].[K+]. The catalyst is CN(C=O)C. The product is [Cl:1][C:2]1[CH:11]=[CH:10][CH:9]=[C:8]2[C:3]=1[C:4](=[O:21])[N:5]([C:14]1[CH:19]=[CH:18][CH:17]=[CH:16][C:15]=1[CH3:20])[C:6]([CH2:12][S:23][C:24]1[N:32]=[CH:31][N:30]=[C:29]3[C:25]=1[N:26]=[CH:27][NH:28]3)=[N:7]2. The yield is 0.460. (2) The reactants are Cl.C(OC([N:9]1[C:13]2[CH:14]=[CH:15][CH:16]=[CH:17][C:12]=2[N:11]=[C:10]1[N:18]1[CH:24]2[CH2:25][CH2:26][N:21]([CH2:22][CH2:23]2)[CH2:20][CH2:19]1)=O)(C)(C)C. No catalyst specified. The product is [NH:9]1[C:13]2[CH:14]=[CH:15][CH:16]=[CH:17][C:12]=2[N:11]=[C:10]1[N:18]1[CH:24]2[CH2:25][CH2:26][N:21]([CH2:22][CH2:23]2)[CH2:20][CH2:19]1. The yield is 0.680.